From a dataset of Forward reaction prediction with 1.9M reactions from USPTO patents (1976-2016). Predict the product of the given reaction. (1) Given the reactants [CH3:1][C:2]1([C:7]2[O:11][C:10]([CH2:12][N:13]3[CH:17]=[CH:16][C:15]([NH2:18])=[N:14]3)=[CH:9][CH:8]=2)[O:6]CCO1.[F:19][C:20]([F:37])([F:36])[O:21][C:22]1[CH:27]=[CH:26][C:25]([C:28]2[O:32][CH:31]=[N:30][C:29]=2[C:33](O)=[O:34])=[CH:24][CH:23]=1, predict the reaction product. The product is: [C:2]([C:7]1[O:11][C:10]([CH2:12][N:13]2[CH:17]=[CH:16][C:15]([NH:18][C:33]([C:29]3[N:30]=[CH:31][O:32][C:28]=3[C:25]3[CH:24]=[CH:23][C:22]([O:21][C:20]([F:36])([F:19])[F:37])=[CH:27][CH:26]=3)=[O:34])=[N:14]2)=[CH:9][CH:8]=1)(=[O:6])[CH3:1]. (2) The product is: [C:11](=[O:12])([O:9][C:3]1[C:2]([F:1])=[CH:7][CH:6]=[CH:5][C:4]=1[F:8])[O:13][CH:14]([Cl:31])[CH3:15]. Given the reactants [F:1][C:2]1[CH:7]=[CH:6][CH:5]=[C:4]([F:8])[C:3]=1[OH:9].Cl[C:11]([O:13][CH2:14][CH2:15]Cl)=[O:12].C(N(CC)CC)C.CCCCCCC.[Cl:31]CCl, predict the reaction product. (3) Given the reactants [CH3:1][N:2]1[CH2:6][CH2:5][N:4]([CH3:7])[C:3]1=O.P(Cl)(Cl)([Cl:11])=O.[CH2:14]([N:16](CC)[CH2:17][CH3:18])[CH3:15].N1CCCC1, predict the reaction product. The product is: [Cl-:11].[CH3:1][NH+:2]1[CH2:6][CH2:5][N:4]([CH3:7])[CH:3]1[N:16]1[CH2:17][CH2:18][CH2:15][CH2:14]1. (4) Given the reactants C([O:3][C:4](=O)/[CH:5]=[C:6](/[C:8]1[CH:13]=[CH:12][C:11]([C:14]2[CH:19]=[CH:18][C:17]([Br:20])=[CH:16][CH:15]=2)=[CH:10][CH:9]=1)\[CH3:7])C.CC(C[AlH]CC(C)C)C, predict the reaction product. The product is: [Br:20][C:17]1[CH:16]=[CH:15][C:14]([C:11]2[CH:12]=[CH:13][C:8](/[C:6](/[CH3:7])=[CH:5]/[CH2:4][OH:3])=[CH:9][CH:10]=2)=[CH:19][CH:18]=1. (5) Given the reactants [CH:1]1([C:4]2[N:9]=[N:8][CH:7]=[C:6]([C:10]([O:12]C)=[O:11])[CH:5]=2)[CH2:3][CH2:2]1.[OH-].[Li+], predict the reaction product. The product is: [CH:1]1([C:4]2[N:9]=[N:8][CH:7]=[C:6]([C:10]([OH:12])=[O:11])[CH:5]=2)[CH2:2][CH2:3]1. (6) Given the reactants [NH2:1][C:2]1[C:10]([F:11])=[C:9]([F:12])[C:8]([F:13])=[C:7]([F:14])[C:3]=1[C:4]([OH:6])=O.C(N1C=CN=C1)(N1C=CN=C1)=O.Cl.[CH2:28]([O:35][NH2:36])[C:29]1[CH:34]=[CH:33][CH:32]=[CH:31][CH:30]=1.C(N(CC)CC)C, predict the reaction product. The product is: [NH2:1][C:2]1[C:10]([F:11])=[C:9]([F:12])[C:8]([F:13])=[C:7]([F:14])[C:3]=1[C:4]([NH:36][O:35][CH2:28][C:29]1[CH:34]=[CH:33][CH:32]=[CH:31][CH:30]=1)=[O:6]. (7) Given the reactants Cl[C:2]1[N:11]=[C:10]([NH:12][CH2:13][CH:14]([C:20]2[CH:25]=[CH:24][CH:23]=[CH:22][CH:21]=2)[N:15]2[CH2:19][CH2:18][CH2:17][CH2:16]2)[C:9]2[C:4](=[CH:5][CH:6]=[CH:7][CH:8]=2)[N:3]=1.[CH3:26][S:27]([NH:30][C:31]1[CH:36]=[CH:35][C:34](B(O)O)=[CH:33][CH:32]=1)(=[O:29])=[O:28].CN(C)C1C=CC(C2N=C(NCC(C3C=CC=CC=3)C3NC=CC=3)C3C(=CC=CC=3)N=2)=CC=1, predict the reaction product. The product is: [C:20]1([CH:14]([N:15]2[CH2:19][CH2:18][CH2:17][CH2:16]2)[CH2:13][NH:12][C:10]2[C:9]3[C:4](=[CH:5][CH:6]=[CH:7][CH:8]=3)[N:3]=[C:2]([C:34]3[CH:33]=[CH:32][C:31]([NH:30][S:27]([CH3:26])(=[O:28])=[O:29])=[CH:36][CH:35]=3)[N:11]=2)[CH:25]=[CH:24][CH:23]=[CH:22][CH:21]=1.